This data is from NCI-60 drug combinations with 297,098 pairs across 59 cell lines. The task is: Regression. Given two drug SMILES strings and cell line genomic features, predict the synergy score measuring deviation from expected non-interaction effect. (1) Drug 1: CC1=CC=C(C=C1)C2=CC(=NN2C3=CC=C(C=C3)S(=O)(=O)N)C(F)(F)F. Drug 2: CCC(=C(C1=CC=CC=C1)C2=CC=C(C=C2)OCCN(C)C)C3=CC=CC=C3.C(C(=O)O)C(CC(=O)O)(C(=O)O)O. Cell line: SW-620. Synergy scores: CSS=0.535, Synergy_ZIP=-0.716, Synergy_Bliss=0.0469, Synergy_Loewe=-1.09, Synergy_HSA=-0.148. (2) Drug 1: C1=CC=C(C(=C1)C(C2=CC=C(C=C2)Cl)C(Cl)Cl)Cl. Drug 2: CC(C)CN1C=NC2=C1C3=CC=CC=C3N=C2N. Cell line: HOP-92. Synergy scores: CSS=-1.70, Synergy_ZIP=0.293, Synergy_Bliss=-0.222, Synergy_Loewe=-1.59, Synergy_HSA=-1.19. (3) Drug 1: CC1OCC2C(O1)C(C(C(O2)OC3C4COC(=O)C4C(C5=CC6=C(C=C35)OCO6)C7=CC(=C(C(=C7)OC)O)OC)O)O. Drug 2: CC1=C(C(=CC=C1)Cl)NC(=O)C2=CN=C(S2)NC3=CC(=NC(=N3)C)N4CCN(CC4)CCO. Cell line: MDA-MB-435. Synergy scores: CSS=6.13, Synergy_ZIP=0.764, Synergy_Bliss=1.89, Synergy_Loewe=-4.83, Synergy_HSA=-4.30. (4) Drug 1: CC1C(C(CC(O1)OC2CC(CC3=C2C(=C4C(=C3O)C(=O)C5=C(C4=O)C(=CC=C5)OC)O)(C(=O)C)O)N)O.Cl. Drug 2: C1CC(C1)(C(=O)O)C(=O)O.[NH2-].[NH2-].[Pt+2]. Cell line: RPMI-8226. Synergy scores: CSS=52.0, Synergy_ZIP=-4.83, Synergy_Bliss=-4.92, Synergy_Loewe=-6.70, Synergy_HSA=-1.37. (5) Drug 1: CN(CC1=CN=C2C(=N1)C(=NC(=N2)N)N)C3=CC=C(C=C3)C(=O)NC(CCC(=O)O)C(=O)O. Drug 2: COC1=NC(=NC2=C1N=CN2C3C(C(C(O3)CO)O)O)N. Cell line: K-562. Synergy scores: CSS=39.6, Synergy_ZIP=0.116, Synergy_Bliss=-2.59, Synergy_Loewe=-31.5, Synergy_HSA=-2.28. (6) Drug 1: CC(C1=C(C=CC(=C1Cl)F)Cl)OC2=C(N=CC(=C2)C3=CN(N=C3)C4CCNCC4)N. Drug 2: C1CN1P(=S)(N2CC2)N3CC3. Cell line: MDA-MB-231. Synergy scores: CSS=17.1, Synergy_ZIP=-6.16, Synergy_Bliss=-3.98, Synergy_Loewe=-2.10, Synergy_HSA=-1.87. (7) Drug 1: CCC1(CC2CC(C3=C(CCN(C2)C1)C4=CC=CC=C4N3)(C5=C(C=C6C(=C5)C78CCN9C7C(C=CC9)(C(C(C8N6C=O)(C(=O)OC)O)OC(=O)C)CC)OC)C(=O)OC)O.OS(=O)(=O)O. Drug 2: CN1C(=O)N2C=NC(=C2N=N1)C(=O)N. Cell line: HOP-62. Synergy scores: CSS=2.41, Synergy_ZIP=-1.80, Synergy_Bliss=-4.41, Synergy_Loewe=-17.3, Synergy_HSA=-8.20. (8) Drug 1: CC1=C(C(CCC1)(C)C)C=CC(=CC=CC(=CC(=O)O)C)C. Drug 2: C1=CC=C(C(=C1)C(C2=CC=C(C=C2)Cl)C(Cl)Cl)Cl. Cell line: T-47D. Synergy scores: CSS=18.0, Synergy_ZIP=5.56, Synergy_Bliss=6.61, Synergy_Loewe=7.24, Synergy_HSA=8.44. (9) Drug 1: CCN(CC)CCCC(C)NC1=C2C=C(C=CC2=NC3=C1C=CC(=C3)Cl)OC. Drug 2: CC(C)CN1C=NC2=C1C3=CC=CC=C3N=C2N. Cell line: SK-MEL-5. Synergy scores: CSS=9.32, Synergy_ZIP=28.1, Synergy_Bliss=22.3, Synergy_Loewe=24.7, Synergy_HSA=21.4.